This data is from Full USPTO retrosynthesis dataset with 1.9M reactions from patents (1976-2016). The task is: Predict the reactants needed to synthesize the given product. (1) Given the product [CH2:1]([O:3][C:4](=[O:26])[CH2:5][N:6]1[C:14]2[CH2:13][CH2:12][CH2:11][CH:10]([NH:15][S:16]([C:19]3[CH:24]=[CH:23][CH:22]=[C:21]([NH:25][S:33]([C:27]4[CH:32]=[CH:31][CH:30]=[CH:29][CH:28]=4)(=[O:35])=[O:34])[CH:20]=3)(=[O:18])=[O:17])[C:9]=2[CH:8]=[N:7]1)[CH3:2], predict the reactants needed to synthesize it. The reactants are: [CH2:1]([O:3][C:4](=[O:26])[CH2:5][N:6]1[C:14]2[CH2:13][CH2:12][CH2:11][CH:10]([NH:15][S:16]([C:19]3[CH:24]=[CH:23][CH:22]=[C:21]([NH2:25])[CH:20]=3)(=[O:18])=[O:17])[C:9]=2[CH:8]=[N:7]1)[CH3:2].[C:27]1([S:33](Cl)(=[O:35])=[O:34])[CH:32]=[CH:31][CH:30]=[CH:29][CH:28]=1. (2) Given the product [I:1][C:2]1[CH:3]=[C:4]([CH:11]=[CH:12][C:13]=1[O:14][CH2:15][CH2:16][CH3:17])[C:5]([OH:7])=[O:6], predict the reactants needed to synthesize it. The reactants are: [I:1][C:2]1[CH:3]=[C:4]([CH:11]=[CH:12][C:13]=1[O:14][CH2:15][CH2:16][CH3:17])[C:5]([O:7]CCC)=[O:6].C(OC1C=C(C=CC=1OCCC)C(OCCC)=O)CC. (3) Given the product [Cl:13][C:14]1[CH:15]=[C:16]([CH:17]=[CH:18][C:19]=1[Cl:20])[O:21][CH2:2][CH2:3][CH2:4][NH:5][C:6](=[O:12])[O:7][C:8]([CH3:11])([CH3:10])[CH3:9], predict the reactants needed to synthesize it. The reactants are: Br[CH2:2][CH2:3][CH2:4][NH:5][C:6](=[O:12])[O:7][C:8]([CH3:11])([CH3:10])[CH3:9].[Cl:13][C:14]1[CH:15]=[C:16]([OH:21])[CH:17]=[CH:18][C:19]=1[Cl:20].C([O-])([O-])=O.[Cs+].[Cs+]. (4) Given the product [N+:12]([C:9]1[CH:10]=[C:11]2[C:6](=[CH:7][CH:8]=1)[NH:5][C:4]([C:15]([OH:17])=[O:16])=[CH:3]2)([O-:14])=[O:13], predict the reactants needed to synthesize it. The reactants are: C([C:3]1[C:11]2[C:6](=[CH:7][CH:8]=[C:9]([N+:12]([O-:14])=[O:13])[CH:10]=2)[NH:5][C:4]=1[C:15]([OH:17])=[O:16])C.[OH-].[Na+]. (5) Given the product [CH2:4]([N:1]1[CH:12]=[C:11]([C:13]2[CH:18]=[CH:17][C:16]([O:19][CH3:20])=[CH:15][CH:14]=2)[N:3]=[N:2]1)[CH2:5][CH2:6][CH2:7][CH2:8][CH2:9][CH3:10], predict the reactants needed to synthesize it. The reactants are: [N:1]([CH2:4][CH2:5][CH2:6][CH2:7][CH2:8][CH2:9][CH3:10])=[N+:2]=[N-:3].[C:11]([C:13]1[CH:18]=[CH:17][C:16]([O:19][CH3:20])=[CH:15][CH:14]=1)#[CH:12]. (6) Given the product [Cl:19][C:20]1[CH:28]=[C:27]2[C:23]([C:24]([CH2:35][CH:36]([CH3:38])[CH3:37])=[CH:25][N:26]2[C:29]2[S:30][CH:31]=[C:32]([NH:34][C:10](=[O:12])[C:9]3[C:13]([F:17])=[CH:14][CH:15]=[CH:16][C:8]=3[F:7])[N:33]=2)=[CH:22][CH:21]=1, predict the reactants needed to synthesize it. The reactants are: C(Cl)(=O)C(Cl)=O.[F:7][C:8]1[CH:16]=[CH:15][CH:14]=[C:13]([F:17])[C:9]=1[C:10]([OH:12])=O.Cl.[Cl:19][C:20]1[CH:28]=[C:27]2[C:23]([C:24]([CH2:35][CH:36]([CH3:38])[CH3:37])=[CH:25][N:26]2[C:29]2[S:30][CH:31]=[C:32]([NH2:34])[N:33]=2)=[CH:22][CH:21]=1.C(N(CC)CC)C. (7) Given the product [C:57]1([CH3:67])[CH:58]=[CH:59][C:60]([S:63]([OH:66])(=[O:64])=[O:65])=[CH:61][CH:62]=1.[NH:15]1[CH2:56][CH2:55][CH2:54][C@H:16]1[C:17]([O:19][CH2:20][CH2:21][O:22][C:23]1[CH:24]=[CH:25][C:26]([C:29]2[C:34]([C:35]#[N:36])=[C:33]([S:37][CH2:38][C:39]3[N:40]=[C:41]([C:44]4[CH:45]=[CH:46][C:47]([Cl:50])=[CH:48][CH:49]=4)[S:42][CH:43]=3)[N:32]=[C:31]([NH2:51])[C:30]=2[C:52]#[N:53])=[CH:27][CH:28]=1)=[O:18], predict the reactants needed to synthesize it. The reactants are: FC(F)(F)C(O)=O.FC(F)(F)C(O)=O.[NH:15]1[CH2:56][CH2:55][CH2:54][C@H:16]1[C:17]([O:19][CH2:20][CH2:21][O:22][C:23]1[CH:28]=[CH:27][C:26]([C:29]2[C:34]([C:35]#[N:36])=[C:33]([S:37][CH2:38][C:39]3[N:40]=[C:41]([C:44]4[CH:49]=[CH:48][C:47]([Cl:50])=[CH:46][CH:45]=4)[S:42][CH:43]=3)[N:32]=[C:31]([NH2:51])[C:30]=2[C:52]#[N:53])=[CH:25][CH:24]=1)=[O:18].[C:57]1([CH3:67])[CH:62]=[CH:61][C:60]([S:63]([OH:66])(=[O:65])=[O:64])=[CH:59][CH:58]=1.